Dataset: Forward reaction prediction with 1.9M reactions from USPTO patents (1976-2016). Task: Predict the product of the given reaction. (1) The product is: [F:17][C:4]1[CH:3]=[C:2]([N:1]2[CH:29]=[N:39][N:40]=[N:41]2)[CH:7]=[C:6]([F:8])[C:5]=1[CH2:9][C:10]([O:12][C:13]([CH3:14])([CH3:16])[CH3:15])=[O:11]. Given the reactants [NH2:1][C:2]1[CH:7]=[C:6]([F:8])[C:5]([CH2:9][C:10]([O:12][C:13]([CH3:16])([CH3:15])[CH3:14])=[O:11])=[C:4]([F:17])[CH:3]=1.FC(F)(F)C(O[Si](C)(C)C)=O.[CH:29](OCC)(OCC)OCC.[N:39]([Si](C)(C)C)=[N+:40]=[N-:41], predict the reaction product. (2) The product is: [CH2:20]([O:19][C:18]([N:9]1[CH2:8][CH2:7][C:6]2[C:11](=[CH:12][C:3]([OH:2])=[CH:4][CH:5]=2)[CH2:10]1)=[O:27])[C:21]1[CH:26]=[CH:25][CH:24]=[CH:23][CH:22]=1. Given the reactants Br.[OH:2][C:3]1[CH:12]=[C:11]2[C:6]([CH2:7][CH2:8][NH:9][CH2:10]2)=[CH:5][CH:4]=1.O1CCCC1.[C:18](Cl)(=[O:27])[O:19][CH2:20][C:21]1[CH:26]=[CH:25][CH:24]=[CH:23][CH:22]=1, predict the reaction product. (3) Given the reactants [NH:1]1[CH:5]=[CH:4][N:3]=[C:2]1[CH2:6][CH2:7][NH:8][C:9]([C:11]1[C:19]2[N:18]=[C:17]([C:20]3[S:21][CH:22]=[CH:23][CH:24]=3)[NH:16][C:15]=2[C:14]([O:25]C)=[CH:13][CH:12]=1)=[O:10].B(Br)(Br)Br, predict the reaction product. The product is: [NH:3]1[CH:4]=[CH:5][N:1]=[C:2]1[CH2:6][CH2:7][NH:8][C:9]([C:11]1[C:19]2[N:18]=[C:17]([C:20]3[S:21][CH:22]=[CH:23][CH:24]=3)[NH:16][C:15]=2[C:14]([OH:25])=[CH:13][CH:12]=1)=[O:10]. (4) Given the reactants S(=O)(=O)(O)[OH:2].ON=[CH:8][C:9]([NH:11][C:12]1[CH:17]=[CH:16][CH:15]=[CH:14][C:13]=1[CH3:18])=[O:10], predict the reaction product. The product is: [CH3:18][C:13]1[CH:14]=[CH:15][CH:16]=[C:17]2[C:12]=1[NH:11][C:9](=[O:10])[C:8]2=[O:2]. (5) The product is: [N:42]([CH2:12][CH2:13][CH2:14][N:15]([C:23]1[CH:24]=[CH:25][C:26]([C:29]2[N:34]3[C:35]4[CH:41]=[CH:40][CH:39]=[CH:38][C:36]=4[N:37]=[C:33]3[N:32]=[CH:31][CH:30]=2)=[CH:27][CH:28]=1)[C:16](=[O:17])[O:18][C:19]([CH3:22])([CH3:21])[CH3:20])=[N+:43]=[N-:44]. Given the reactants CC1C=CC(S(O[CH2:12][CH2:13][CH2:14][N:15]([C:23]2[CH:28]=[CH:27][C:26]([C:29]3[N:34]4[C:35]5[CH:41]=[CH:40][CH:39]=[CH:38][C:36]=5[N:37]=[C:33]4[N:32]=[CH:31][CH:30]=3)=[CH:25][CH:24]=2)[C:16]([O:18][C:19]([CH3:22])([CH3:21])[CH3:20])=[O:17])(=O)=O)=CC=1.[N-:42]=[N+:43]=[N-:44].[Na+], predict the reaction product. (6) Given the reactants C([C:18]([NH2:28])([CH:22]1[CH2:27][CH2:26][O:25][CH2:24][CH2:23]1)[C:19](O)=O)(OCC1C2C(=CC=CC=2)C2C1=CC=CC=2)=O.[NH2:29][C@@H:30]([CH2:35][CH:36]([CH3:38])[CH3:37])[C:31](OC)=[O:32].C([C@@H]1NC[C@H](CC(C)C)NC1=O)C(C)C, predict the reaction product. The product is: [CH2:35]([C@@H:30]1[NH:29][CH2:19][CH:18]([CH:22]2[CH2:23][CH2:24][O:25][CH2:26][CH2:27]2)[NH:28][C:31]1=[O:32])[CH:36]([CH3:38])[CH3:37]. (7) Given the reactants C1C(CC2C=CC([N:14]=C=O)=CC=2)=CC=C(N=C=O)C=1.COC1C=CC(O)=CC=1.[C:29]([O-:42])(=[O:41])[CH2:30][CH2:31]CCCCCCCCC.[C:29]([O-:42])(=[O:41])[CH2:30][CH2:31]CCCCCCCCC.C([Sn+2]CCCCCCCC)CCCCCCC.[C:74]([O:78][CH2:79][CH2:80]N=C=O)(=[O:77])C=C.N(CCC[Si](OC)(OC)OC)=C=O, predict the reaction product. The product is: [C:29]([OH:42])(=[O:41])[CH:30]=[CH2:31].[NH2:14][C:74]([O:78][CH2:79][CH3:80])=[O:77]. (8) The product is: [CH3:17][C:18]1([CH3:29])[O:23][C:22](=[O:24])[C:21](=[N:16][C:10]2[CH:11]=[CH:12][CH:13]=[C:14]3[C:9]=2[N:8]=[CH:7][C:6]([C:4]([O:3][CH2:1][CH3:2])=[O:5])=[CH:15]3)[C:20](=[O:28])[O:19]1. Given the reactants [CH2:1]([O:3][C:4]([C:6]1[CH:7]=[N:8][C:9]2[C:14]([CH:15]=1)=[CH:13][CH:12]=[CH:11][C:10]=2[NH2:16])=[O:5])[CH3:2].[CH3:17][C:18]1([CH3:29])[O:23][C:22](=[O:24])[C:21](=COC)[C:20](=[O:28])[O:19]1, predict the reaction product.